This data is from Peptide-MHC class I binding affinity with 185,985 pairs from IEDB/IMGT. The task is: Regression. Given a peptide amino acid sequence and an MHC pseudo amino acid sequence, predict their binding affinity value. This is MHC class I binding data. (1) The peptide sequence is EYLTAEILE. The MHC is H-2-Kd with pseudo-sequence H-2-Kd. The binding affinity (normalized) is 0.0849. (2) The peptide sequence is PVDEYITTY. The MHC is HLA-A02:11 with pseudo-sequence HLA-A02:11. The binding affinity (normalized) is 0.0847. (3) The peptide sequence is AIIRILQQL. The MHC is HLA-A02:11 with pseudo-sequence HLA-A02:11. The binding affinity (normalized) is 1.00. (4) The peptide sequence is RPMSLRSTII. The MHC is HLA-B53:01 with pseudo-sequence HLA-B53:01. The binding affinity (normalized) is 0.342.